This data is from Peptide-MHC class I binding affinity with 185,985 pairs from IEDB/IMGT. The task is: Regression. Given a peptide amino acid sequence and an MHC pseudo amino acid sequence, predict their binding affinity value. This is MHC class I binding data. (1) The peptide sequence is ITDMRNGFN. The MHC is HLA-A01:01 with pseudo-sequence HLA-A01:01. The binding affinity (normalized) is 0.0847. (2) The peptide sequence is DLTTMPTYK. The MHC is HLA-A33:01 with pseudo-sequence HLA-A33:01. The binding affinity (normalized) is 0.370. (3) The peptide sequence is RMRGAHTNDVK. The MHC is HLA-A24:02 with pseudo-sequence HLA-A24:02. The binding affinity (normalized) is 0. (4) The peptide sequence is RYKLEGYAF. The MHC is HLA-A26:01 with pseudo-sequence HLA-A26:01. The binding affinity (normalized) is 0. (5) The MHC is HLA-A11:01 with pseudo-sequence HLA-A11:01. The binding affinity (normalized) is 0.644. The peptide sequence is SLYKYLLLR.